From a dataset of Catalyst prediction with 721,799 reactions and 888 catalyst types from USPTO. Predict which catalyst facilitates the given reaction. Product: [N:10]1[C:4]2[C:5](=[CH:6][CH:1]=[CH:2][CH:3]=2)[CH:7]=[CH:8][CH:9]=1. Reactant: [CH:1]1[CH:6]=[C:5]2[CH:7]=[CH:8][C:9](C3C(=O)C4C(=CC=CC=4)C3=O)=[N:10][C:4]2=[CH:3][CH:2]=1.[OH-].[Na+].Cl. The catalyst class is: 6.